This data is from Forward reaction prediction with 1.9M reactions from USPTO patents (1976-2016). The task is: Predict the product of the given reaction. (1) Given the reactants [F:1][C:2]1[CH:11]=[CH:10][C:5]([C:6]([NH:8][NH2:9])=[O:7])=[CH:4][CH:3]=1.[CH2:12](OC(OCC)OCC)C, predict the reaction product. The product is: [F:1][C:2]1[CH:11]=[CH:10][C:5]([C:6]2[O:7][CH:12]=[N:9][N:8]=2)=[CH:4][CH:3]=1. (2) The product is: [Br:28][C:9]1[C:10]2[C:5](=[CH:4][C:3]([C:1]#[N:2])=[CH:12][CH:11]=2)[CH:6]=[CH:7][C:8]=1[NH:13][C:14](=[O:20])[O:15][C:16]([CH3:17])([CH3:19])[CH3:18]. Given the reactants [C:1]([C:3]1[CH:4]=[C:5]2[C:10](=[CH:11][CH:12]=1)[CH:9]=[C:8]([NH:13][C:14](=[O:20])[O:15][C:16]([CH3:19])([CH3:18])[CH3:17])[CH:7]=[CH:6]2)#[N:2].C1C(=O)N([Br:28])C(=O)C1, predict the reaction product. (3) Given the reactants [N+:1]([C:4]1[CH:9]=[CH:8][C:7]([N:10]2[CH2:15][CH2:14][C:13](=[O:16])[CH2:12][CH2:11]2)=[CH:6][CH:5]=1)([O-])=O.O1CCOCC1, predict the reaction product. The product is: [NH2:1][C:4]1[CH:9]=[CH:8][C:7]([N:10]2[CH2:11][CH2:12][C:13](=[O:16])[CH2:14][CH2:15]2)=[CH:6][CH:5]=1. (4) Given the reactants [F:1][C:2]([F:45])([F:44])[C:3]1[CH:4]=[C:5]([CH:41]=[CH:42][CH:43]=1)[CH2:6][NH:7][C:8]([C:10]1[CH:15]=[CH:14][N:13]=[C:12]([C:16]2[CH:21]=[C:20]([N:22]3[CH2:27][CH2:26][CH2:25][CH2:24][CH2:23]3)[CH:19]=[CH:18][C:17]=2[NH:28][C:29]([C:31]2[CH:32]=[C:33]([CH:38]=[CH:39][CH:40]=2)[C:34]([O:36]C)=[O:35])=[O:30])[CH:11]=1)=[O:9].O.[OH-].[Li+], predict the reaction product. The product is: [F:45][C:2]([F:1])([F:44])[C:3]1[CH:4]=[C:5]([CH:41]=[CH:42][CH:43]=1)[CH2:6][NH:7][C:8]([C:10]1[CH:15]=[CH:14][N:13]=[C:12]([C:16]2[CH:21]=[C:20]([N:22]3[CH2:23][CH2:24][CH2:25][CH2:26][CH2:27]3)[CH:19]=[CH:18][C:17]=2[NH:28][C:29]([C:31]2[CH:32]=[C:33]([CH:38]=[CH:39][CH:40]=2)[C:34]([OH:36])=[O:35])=[O:30])[CH:11]=1)=[O:9]. (5) Given the reactants [CH:1]1([N:9]2[CH2:14][CH2:13][CH:12]([NH:15][C:16]3[C:17]([NH2:22])=[CH:18][CH:19]=[CH:20][CH:21]=3)[CH2:11][CH2:10]2)[CH2:8][CH2:7][CH2:6][CH2:5][CH2:4][CH2:3][CH2:2]1.C1C=CC(O[C:30](OC2C=CC=CC=2)=[N:31][C:32]#[N:33])=CC=1, predict the reaction product. The product is: [CH:1]1([N:9]2[CH2:10][CH2:11][CH:12]([N:15]3[C:16]4[CH:21]=[CH:20][CH:19]=[CH:18][C:17]=4[NH:22][C:30]3=[N:31][C:32]#[N:33])[CH2:13][CH2:14]2)[CH2:2][CH2:3][CH2:4][CH2:5][CH2:6][CH2:7][CH2:8]1. (6) Given the reactants FC1C(F)=CC(C2C=CC(OCC3C=CC4ON=C(N(CC(O)=O)CCOC)C=4C=3)=CC=2)=C(OC)C=1.C([O:39][C:40](=[O:74])[CH2:41][N:42]([CH2:70][CH:71]1[CH2:73][CH2:72]1)[C:43]1[C:47]2[CH:48]=[C:49]([CH2:52][O:53][C:54]3[CH:59]=[CH:58][C:57]([C:60]4[CH:65]=[C:64]([F:66])[C:63]([F:67])=[CH:62][C:61]=4[O:68][CH3:69])=[CH:56][CH:55]=3)[CH:50]=[CH:51][C:46]=2[O:45][N:44]=1)C, predict the reaction product. The product is: [CH:71]1([CH2:70][N:42]([CH2:41][C:40]([OH:74])=[O:39])[C:43]2[C:47]3[CH:48]=[C:49]([CH2:52][O:53][C:54]4[CH:55]=[CH:56][C:57]([C:60]5[CH:65]=[C:64]([F:66])[C:63]([F:67])=[CH:62][C:61]=5[O:68][CH3:69])=[CH:58][CH:59]=4)[CH:50]=[CH:51][C:46]=3[O:45][N:44]=2)[CH2:73][CH2:72]1.